From a dataset of Forward reaction prediction with 1.9M reactions from USPTO patents (1976-2016). Predict the product of the given reaction. Given the reactants [CH2:1]([O:8][C:9]([NH:11][C@@H:12]([CH2:17][CH2:18][CH2:19][NH:20][C:21]([O:23][C:24]([CH3:27])([CH3:26])[CH3:25])=[O:22])[CH2:13][C:14]([OH:16])=[O:15])=[O:10])[C:2]1[CH:7]=[CH:6][CH:5]=[CH:4][CH:3]=1.C(N(CC)CC)C.Cl[C:36]([O:38][CH2:39]C)=[O:37], predict the reaction product. The product is: [C:36](=[O:37])([O:38][CH3:39])[O:15][C:14](=[O:16])[CH2:13][C@@H:12]([NH:11][C:9]([O:8][CH2:1][C:2]1[CH:3]=[CH:4][CH:5]=[CH:6][CH:7]=1)=[O:10])[CH2:17][CH2:18][CH2:19][NH:20][C:21]([O:23][C:24]([CH3:27])([CH3:26])[CH3:25])=[O:22].